From a dataset of Reaction yield outcomes from USPTO patents with 853,638 reactions. Predict the reaction yield, written as a fraction of the theoretical maximum amount of product (1.0 means a 100% yield; for example, 0.34 means a 34% yield). The yield is 0.700. The product is [O:10]1[C:11]2[CH:16]=[CH:15][N:14]=[CH:13][C:12]=2[N:17]=[C:9]1[C:7]1[S:8][C:4]([NH2:1])=[CH:5][CH:6]=1. The catalyst is CO.O.[Fe]. The reactants are [N+:1]([C:4]1[S:8][C:7]([C:9]2[O:10][C:11]3[CH:16]=[CH:15][N:14]=[CH:13][C:12]=3[N:17]=2)=[CH:6][CH:5]=1)([O-])=O.[NH4+].[Cl-].C(OCC)(=O)C.CCN(CC)CC.